The task is: Binary Classification. Given a drug SMILES string, predict its activity (active/inactive) in a high-throughput screening assay against a specified biological target.. This data is from HIV replication inhibition screening data with 41,000+ compounds from the AIDS Antiviral Screen. (1) The drug is CC1Cc2c(N)nc(N3CCOCC3)nc2NC1=O. The result is 0 (inactive). (2) The compound is CCc1cc(-c2ccco2)c(C#N)c(=S)n1C1OC(COC(C)=O)C(OC(C)=O)C(OC(C)=O)C1OC(C)=O. The result is 0 (inactive). (3) The drug is CC(C=CNNC1=NC(c2ccccc2)C(c2ccccc2)=NN1)Sc1ccccc1N. The result is 0 (inactive). (4) The drug is O=C(CCCC(CC(=O)c1ccc(Br)cc1)=NO)Nc1ccccc1. The result is 0 (inactive). (5) The result is 0 (inactive). The molecule is CC(=NNC(=S)Nc1ccc(Cl)cc1)c1cccc(C(C)=NNC(=S)Nc2ccc(Cl)cc2)n1.